Regression. Given a peptide amino acid sequence and an MHC pseudo amino acid sequence, predict their binding affinity value. This is MHC class II binding data. From a dataset of Peptide-MHC class II binding affinity with 134,281 pairs from IEDB. (1) The peptide sequence is QWHKEGSSIGKLFTQ. The MHC is HLA-DQA10601-DQB10402 with pseudo-sequence HLA-DQA10601-DQB10402. The binding affinity (normalized) is 0. (2) The peptide sequence is AAPAAVAAAGDAAKG. The MHC is DRB1_0101 with pseudo-sequence DRB1_0101. The binding affinity (normalized) is 0.389.